This data is from Full USPTO retrosynthesis dataset with 1.9M reactions from patents (1976-2016). The task is: Predict the reactants needed to synthesize the given product. (1) Given the product [NH:11]1[C:19]2[C:14](=[CH:15][CH:16]=[C:17]([C:20]([CH:5]3[C:6](=[O:8])[O:7][C:2]([CH3:10])([CH3:1])[O:3][C:4]3=[O:9])=[O:21])[CH:18]=2)[CH:13]=[CH:12]1, predict the reactants needed to synthesize it. The reactants are: [CH3:1][C:2]1([CH3:10])[O:7][C:6](=[O:8])[CH2:5][C:4](=[O:9])[O:3]1.[NH:11]1[C:19]2[C:14](=[CH:15][CH:16]=[C:17]([C:20](O)=[O:21])[CH:18]=2)[CH:13]=[CH:12]1.CCN=C=NCCCN(C)C.Cl.Cl. (2) Given the product [C:27]1([C:30]2[CH:35]=[CH:34][CH:33]=[CH:32][CH:31]=2)[CH:26]=[CH:25][C:24]([C:20]2[O:21][C:22]([CH3:23])=[C:18]([CH2:17][CH2:16][O:15][C:12]3[CH:13]=[CH:14][C:9]([O:8][C:5]([CH3:7])([CH3:6])[C:4]([OH:43])=[O:3])=[CH:10][C:11]=3[CH2:36][CH:37]3[CH2:38][CH2:39][CH2:40][CH2:41][CH2:42]3)[N:19]=2)=[CH:29][CH:28]=1, predict the reactants needed to synthesize it. The reactants are: C([O:3][C:4](=[O:43])[C:5]([O:8][C:9]1[CH:14]=[CH:13][C:12]([O:15][CH2:16][CH2:17][C:18]2[N:19]=[C:20]([C:24]3[CH:29]=[CH:28][C:27]([C:30]4[CH:35]=[CH:34][CH:33]=[CH:32][CH:31]=4)=[CH:26][CH:25]=3)[O:21][C:22]=2[CH3:23])=[C:11]([CH2:36][CH:37]2[CH2:42][CH2:41][CH2:40][CH2:39][CH2:38]2)[CH:10]=1)([CH3:7])[CH3:6])C.[OH-].[Na+]. (3) Given the product [CH3:12][NH:14][CH2:2][C:3]1[CH:8]=[CH:7][C:6]([N+:9]([O-:11])=[O:10])=[CH:5][CH:4]=1, predict the reactants needed to synthesize it. The reactants are: Br[CH2:2][C:3]1[CH:8]=[CH:7][C:6]([N+:9]([O-:11])=[O:10])=[CH:5][CH:4]=1.[CH2:12]([N:14](CC)CC)C.CN.